From a dataset of Peptide-MHC class I binding affinity with 185,985 pairs from IEDB/IMGT. Regression. Given a peptide amino acid sequence and an MHC pseudo amino acid sequence, predict their binding affinity value. This is MHC class I binding data. (1) The peptide sequence is RVMPVFAFK. The MHC is HLA-B15:17 with pseudo-sequence HLA-B15:17. The binding affinity (normalized) is 0.219. (2) The MHC is Mamu-A07 with pseudo-sequence Mamu-A07. The peptide sequence is WHGRDNRTII. The binding affinity (normalized) is 0.151. (3) The peptide sequence is KSFEIDKGIY. The MHC is HLA-A24:02 with pseudo-sequence HLA-A24:02. The binding affinity (normalized) is 0. (4) The peptide sequence is TVPASPGL. The MHC is H-2-Kb with pseudo-sequence H-2-Kb. The binding affinity (normalized) is 0.0935. (5) The MHC is HLA-B18:01 with pseudo-sequence HLA-B18:01. The peptide sequence is IRMWNQAAL. The binding affinity (normalized) is 0.0847. (6) The peptide sequence is RIQENHGFI. The MHC is HLA-B15:01 with pseudo-sequence HLA-B15:01. The binding affinity (normalized) is 0.0847. (7) The peptide sequence is FTFDLTALK. The MHC is HLA-A02:12 with pseudo-sequence HLA-A02:12. The binding affinity (normalized) is 0.0847. (8) The peptide sequence is GMWCVTLGY. The MHC is HLA-A03:01 with pseudo-sequence HLA-A03:01. The binding affinity (normalized) is 0.597. (9) The peptide sequence is RVIDPYWFH. The MHC is HLA-A80:01 with pseudo-sequence HLA-A80:01. The binding affinity (normalized) is 0.333.